This data is from Catalyst prediction with 721,799 reactions and 888 catalyst types from USPTO. The task is: Predict which catalyst facilitates the given reaction. (1) Reactant: [O:1]=[C:2]1[CH:7]([C:8]2[CH:13]=[CH:12][CH:11]=[CH:10][CH:9]=2)[CH2:6][CH2:5][CH2:4][N:3]1[CH2:14][C:15]([OH:17])=O.F[P-](F)(F)(F)(F)F.N1(OC(N(C)C)=[N+](C)C)C2N=CC=CC=2N=N1.[F:42][C:43]([F:58])([F:57])[C:44]1[CH:45]=[C:46]([CH:54]=[CH:55][CH:56]=1)[CH2:47][N:48]1[CH2:53][CH2:52][NH:51][CH2:50][CH2:49]1.C(N(C(C)C)CC)(C)C. Product: [O:17]=[C:15]([N:51]1[CH2:50][CH2:49][N:48]([CH2:47][C:46]2[CH:54]=[CH:55][CH:56]=[C:44]([C:43]([F:57])([F:58])[F:42])[CH:45]=2)[CH2:53][CH2:52]1)[CH2:14][N:3]1[CH2:4][CH2:5][CH2:6][CH:7]([C:8]2[CH:9]=[CH:10][CH:11]=[CH:12][CH:13]=2)[C:2]1=[O:1]. The catalyst class is: 4. (2) Reactant: [Cl:1][C:2]1[CH:7]=[CH:6][CH:5]=[CH:4][C:3]=1[C:8]1[O:9][C:10]2[C:15]([C:16](=[O:18])[CH:17]=1)=[C:14]([O:19]C)[CH:13]=[C:12]([O:21]C)[C:11]=2[C@@H:23]1[CH2:27][CH2:26][N:25]([CH3:28])[C@H:24]1[CH2:29][OH:30].Cl. Product: [ClH:1].[Cl:1][C:2]1[CH:7]=[CH:6][CH:5]=[CH:4][C:3]=1[C:8]1[O:9][C:10]2[C:15]([C:16](=[O:18])[CH:17]=1)=[C:14]([OH:19])[CH:13]=[C:12]([OH:21])[C:11]=2[C@@H:23]1[CH2:27][CH2:26][N:25]([CH3:28])[C@H:24]1[CH2:29][OH:30]. The catalyst class is: 5. (3) Reactant: [CH3:1][C:2]([C:6]1[NH:7][C:8](=[O:12])[CH:9]=[CH:10][CH:11]=1)([CH3:5])[C:3]#[N:4].Cl[C:14]([F:20])([F:19])C(OC)=O.C(=O)([O-])[O-].[Cs+].[Cs+]. Product: [F:19][CH:14]([F:20])[O:12][C:8]1[N:7]=[C:6]([C:2]([CH3:1])([CH3:5])[C:3]#[N:4])[CH:11]=[CH:10][CH:9]=1. The catalyst class is: 3. (4) Reactant: [F:1][C:2]1[C:3]([NH:28][CH:29]([C:35]2([CH3:39])[CH2:38][CH2:37][CH2:36]2)[CH2:30][C:31]([O:33][CH3:34])=[O:32])=[N:4][C:5]([C:8]2[C:16]3[C:11](=[N:12][CH:13]=[C:14]([F:17])[CH:15]=3)[N:10](S(C3C=CC(C)=CC=3)(=O)=O)[CH:9]=2)=[N:6][CH:7]=1.Cl. Product: [F:1][C:2]1[C:3]([NH:28][CH:29]([C:35]2([CH3:39])[CH2:36][CH2:37][CH2:38]2)[CH2:30][C:31]([O:33][CH3:34])=[O:32])=[N:4][C:5]([C:8]2[C:16]3[C:11](=[N:12][CH:13]=[C:14]([F:17])[CH:15]=3)[NH:10][CH:9]=2)=[N:6][CH:7]=1. The catalyst class is: 10. (5) Reactant: [CH:1]([NH:4][C:5]1[C:6]([NH2:11])=[CH:7][CH:8]=[CH:9][CH:10]=1)([CH3:3])[CH3:2].Cl[C:13]1[C:14]2[CH:21]=[CH:20][S:19][C:15]=2[N:16]=[CH:17][N:18]=1. Product: [CH:1]([NH:4][C:5]1[C:6]([NH:11][C:13]2[C:14]3[CH:21]=[CH:20][S:19][C:15]=3[N:16]=[CH:17][N:18]=2)=[CH:7][CH:8]=[CH:9][CH:10]=1)([CH3:3])[CH3:2]. The catalyst class is: 41. (6) Reactant: C([O:3][C:4](=[O:26])[CH2:5][C:6]1[CH:11]=[CH:10][CH:9]=[C:8]([O:12][C:13]2[CH:18]=[CH:17][CH:16]=[CH:15][C:14]=2[CH2:19][N:20]2[CH2:24][CH2:23][O:22][C:21]2=[O:25])[CH:7]=1)C.[OH-].[Li+]. Product: [O:25]=[C:21]1[N:20]([CH2:19][C:14]2[CH:15]=[CH:16][CH:17]=[CH:18][C:13]=2[O:12][C:8]2[CH:7]=[C:6]([CH2:5][C:4]([OH:26])=[O:3])[CH:11]=[CH:10][CH:9]=2)[CH2:24][CH2:23][O:22]1. The catalyst class is: 24. (7) Reactant: Br[C:2]1[N:7]2[N:8]=[N:9][N:10]=[C:6]2[C:5]([N:11]2[CH2:16][CH2:15][N:14]([CH3:17])[CH2:13][CH2:12]2)=[N:4][C:3]=1[CH3:18].[S:19]1[CH:23]=[CH:22][CH:21]=[C:20]1B(O)O.C([O-])([O-])=O.[Cs+].[Cs+].O1CCOCC1. Product: [CH3:18][C:3]1[N:4]=[C:5]([N:11]2[CH2:16][CH2:15][N:14]([CH3:17])[CH2:13][CH2:12]2)[C:6]2[N:7]([N:8]=[N:9][N:10]=2)[C:2]=1[C:20]1[S:19][CH:23]=[CH:22][CH:21]=1. The catalyst class is: 103.